This data is from Forward reaction prediction with 1.9M reactions from USPTO patents (1976-2016). The task is: Predict the product of the given reaction. Given the reactants C1C=CC(P(C2C=CC=CC=2)C2C=CC=CC=2)=CC=1.[I:20]I.N1C=CN=C1.O[CH2:28][C:29]1[C:30]([C:34]([O:36][C:37]([CH3:40])([CH3:39])[CH3:38])=[O:35])=[CH:31][S:32][CH:33]=1, predict the reaction product. The product is: [I:20][CH2:28][C:29]1[C:30]([C:34]([O:36][C:37]([CH3:40])([CH3:39])[CH3:38])=[O:35])=[CH:31][S:32][CH:33]=1.